The task is: Predict the product of the given reaction.. This data is from Forward reaction prediction with 1.9M reactions from USPTO patents (1976-2016). Given the reactants [Cl:1][C:2]1[C:7]([OH:8])=[C:6]([CH:9]=[CH2:10])[CH:5]=[C:4]([CH2:11][OH:12])[N:3]=1.[H-].[Na+].[CH2:15](Br)[CH:16]=[CH2:17], predict the reaction product. The product is: [CH2:17]([O:8][C:7]1[C:6]([CH:9]=[CH2:10])=[CH:5][C:4]([CH2:11][OH:12])=[N:3][C:2]=1[Cl:1])[CH:16]=[CH2:15].